The task is: Predict the reactants needed to synthesize the given product.. This data is from Full USPTO retrosynthesis dataset with 1.9M reactions from patents (1976-2016). (1) Given the product [CH3:14][O:13][CH2:12][C:3]1([C:6]([CH:7]([CH3:9])[CH3:8])([CH3:10])[CH3:11])[CH2:2][O:1][C:17]([CH3:19])([CH3:18])[O:5][CH2:4]1, predict the reactants needed to synthesize it. The reactants are: [OH:1][CH2:2][C:3]([CH2:12][O:13][CH3:14])([C:6]([CH3:11])([CH3:10])[CH:7]([CH3:9])[CH3:8])[CH2:4][OH:5].CO[C:17](OC)([CH3:19])[CH3:18].C1(C)C=CC(S(O)(=O)=O)=CC=1.C(=O)([O-])O.[Na+]. (2) Given the product [Cl:1][C:2]1[C:7]([C:8]2[N:37]=[C:36]([N:30]3[CH2:35][CH2:34][O:33][CH2:32][CH2:31]3)[S:38][C:9]=2[C:10]2[CH:15]=[CH:14][N:13]=[C:12]([Cl:16])[N:11]=2)=[CH:6][CH:5]=[CH:4][C:3]=1[NH:18][S:19]([C:22]1[C:27]([F:28])=[CH:26][CH:25]=[CH:24][C:23]=1[F:29])(=[O:21])=[O:20], predict the reactants needed to synthesize it. The reactants are: [Cl:1][C:2]1[C:7](/[C:8](/O)=[CH:9]\[C:10]2[CH:15]=[CH:14][N:13]=[C:12]([Cl:16])[N:11]=2)=[CH:6][CH:5]=[CH:4][C:3]=1[NH:18][S:19]([C:22]1[C:27]([F:28])=[CH:26][CH:25]=[CH:24][C:23]=1[F:29])(=[O:21])=[O:20].[N:30]1([C:36](=[S:38])[NH2:37])[CH2:35][CH2:34][O:33][CH2:32][CH2:31]1. (3) Given the product [Br:1][C:2]1[CH:10]=[C:9]2[C:5]([CH:6]=[CH:7][N:8]2[CH2:14][CH2:15][CH2:16][O:17][CH3:18])=[CH:4][CH:3]=1, predict the reactants needed to synthesize it. The reactants are: [Br:1][C:2]1[CH:10]=[C:9]2[C:5]([CH:6]=[CH:7][NH:8]2)=[CH:4][CH:3]=1.[H-].[Na+].Cl[CH2:14][CH2:15][CH2:16][O:17][CH3:18].O.